Dataset: Full USPTO retrosynthesis dataset with 1.9M reactions from patents (1976-2016). Task: Predict the reactants needed to synthesize the given product. (1) Given the product [OH:31][C:24]1[CH:23]=[CH:22][C:21]([S:18]([C:11]2[CH:12]=[CH:13][C:8]([CH2:7][C@H:6]([NH:5][C:3](=[O:4])[C:2]([F:15])([F:16])[F:1])[CH3:14])=[CH:9][CH:10]=2)(=[O:20])=[O:19])=[CH:30][C:25]=1[C:26]([O:28][CH3:29])=[O:27], predict the reactants needed to synthesize it. The reactants are: [F:1][C:2]([F:16])([F:15])[C:3]([NH:5][C@H:6]([CH3:14])[CH2:7][C:8]1[CH:13]=[CH:12][CH:11]=[CH:10][CH:9]=1)=[O:4].Cl[S:18]([C:21]1[CH:22]=[CH:23][C:24]([OH:31])=[C:25]([CH:30]=1)[C:26]([O:28][CH3:29])=[O:27])(=[O:20])=[O:19].[Cl-].[Al+3].[Cl-].[Cl-].C(Cl)(Cl)Cl. (2) Given the product [Br:1][C:2]1[CH:3]=[C:4]2[C:9](=[CH:10][CH:11]=1)[N:8]=[CH:7][C:6]([C:12]([CH:14]1[CH2:16][CH2:15]1)=[O:13])=[C:5]2[NH:26][C:25]1[CH:24]=[CH:23][C:22]([CH2:21][N:19]([CH3:20])[CH3:18])=[CH:28][CH:27]=1, predict the reactants needed to synthesize it. The reactants are: [Br:1][C:2]1[CH:3]=[C:4]2[C:9](=[CH:10][CH:11]=1)[N:8]=[CH:7][C:6]([C:12]([CH:14]1[CH2:16][CH2:15]1)=[O:13])=[C:5]2Cl.[CH3:18][N:19]([CH2:21][C:22]1[CH:28]=[CH:27][C:25]([NH2:26])=[CH:24][CH:23]=1)[CH3:20]. (3) The reactants are: Br[C@H:2]([CH:14]([CH3:16])[CH3:15])[CH2:3][N-:4][C:5]1[CH:10]=[C:9]([CH3:11])[CH:8]=[C:7]([Cl:12])[C:6]=1[OH:13].C(=O)([O-])[O-:18].[K+].[K+].O. Given the product [Cl:12][C:7]1[C:6]2[O:13][C@@H:2]([CH:14]([CH3:16])[CH3:15])[C:3](=[O:18])[NH:4][C:5]=2[CH:10]=[C:9]([CH3:11])[CH:8]=1, predict the reactants needed to synthesize it. (4) Given the product [CH2:5]([NH:6][CH2:7][CH3:2])[CH3:4].[Cl:1][C:2]1[CH:3]=[C:4]([O:14][C:25]2[C:26]([F:28])=[CH:27][C:22]([C:21]([NH:20][S:17]([N:16]([CH3:32])[CH3:15])(=[O:19])=[O:18])=[O:31])=[C:23]([F:30])[CH:24]=2)[CH:5]=[N:6][C:7]=1[O:8][CH2:9][C:10]([F:11])([F:12])[F:13], predict the reactants needed to synthesize it. The reactants are: [Cl:1][C:2]1[CH:3]=[C:4]([OH:14])[CH:5]=[N:6][C:7]=1[O:8][CH2:9][C:10]([F:13])([F:12])[F:11].[CH3:15][N:16]([CH3:32])[S:17]([NH:20][C:21](=[O:31])[C:22]1[CH:27]=[C:26]([F:28])[C:25](F)=[CH:24][C:23]=1[F:30])(=[O:19])=[O:18]. (5) Given the product [C:1]([O:5][C:6]([N:8]1[CH2:13][CH2:12][NH:11][C:10](=[O:14])[CH:9]1[C:15]1[O:26][N:25]=[C:23]([C:22]2[CH:27]=[CH:28][CH:29]=[C:20]([Cl:19])[CH:21]=2)[N:24]=1)=[O:7])([CH3:2])([CH3:3])[CH3:4], predict the reactants needed to synthesize it. The reactants are: [C:1]([O:5][C:6]([N:8]1[CH2:13][CH2:12][NH:11][C:10](=[O:14])[CH:9]1[CH2:15]C(O)=O)=[O:7])([CH3:4])([CH3:3])[CH3:2].[Cl:19][C:20]1[CH:21]=[C:22]([CH:27]=[CH:28][CH:29]=1)[C:23]([NH:25][OH:26])=[NH:24].C1C=CC2N(O)N=NC=2C=1.CCN=C=NCCCN(C)C.